From a dataset of Catalyst prediction with 721,799 reactions and 888 catalyst types from USPTO. Predict which catalyst facilitates the given reaction. (1) Reactant: Br[C:2]1[CH:3]=[N:4][N:5]2[CH:10]=[C:9]([C:11]3[CH:12]=[N:13][N:14]([CH3:16])[CH:15]=3)[CH:8]=[C:7]([O:17][CH3:18])[C:6]=12.[CH2:19]([NH2:26])[C:20]1[CH:25]=[CH:24][CH:23]=[CH:22][CH:21]=1.CC(C1C=C(C(C)C)C(C2C(P(C(C)(C)C)C(C)(C)C)=CC=CC=2)=C(C(C)C)C=1)C. Product: [CH2:19]([NH:26][C:2]1[CH:3]=[N:4][N:5]2[CH:10]=[C:9]([C:11]3[CH:12]=[N:13][N:14]([CH3:16])[CH:15]=3)[CH:8]=[C:7]([O:17][CH3:18])[C:6]=12)[C:20]1[CH:25]=[CH:24][CH:23]=[CH:22][CH:21]=1. The catalyst class is: 101. (2) Reactant: [H-].[Al+3].[Li+].[H-].[H-].[H-].[CH2:7]([C@@H:10]1[NH:15][C:14](=O)[CH2:13][O:12][CH2:11]1)[CH2:8][CH3:9]. The catalyst class is: 1. Product: [CH2:7]([C@H:10]1[CH2:11][O:12][CH2:13][CH2:14][NH:15]1)[CH2:8][CH3:9]. (3) Reactant: FC(F)(F)C(O)=O.C(OC(=O)[NH:14][C:15]1[N:16]=[C:17]([C:21](=[O:38])[NH:22][C:23]2[C:24]([C:28](=[O:37])[NH:29][C:30]3[CH:35]=[CH:34][C:33]([F:36])=[CH:32][CH:31]=3)=[N:25][NH:26][CH:27]=2)[N:18]([CH3:20])[CH:19]=1)(C)(C)C. Product: [F:36][C:33]1[CH:34]=[CH:35][C:30]([NH:29][C:28]([C:24]2[C:23]([NH:22][C:21]([C:17]3[N:18]([CH3:20])[CH:19]=[C:15]([NH2:14])[N:16]=3)=[O:38])=[CH:27][NH:26][N:25]=2)=[O:37])=[CH:31][CH:32]=1. The catalyst class is: 4. (4) Reactant: [F:1][C:2]1[CH:3]=[C:4]([C:9]2([CH2:15][CH2:16][C:17]([O:19]CC)=[O:18])[CH2:14][CH2:13][CH2:12][CH2:11][CH2:10]2)[CH:5]=[CH:6][C:7]=1[F:8].[OH-].[Na+].Cl. Product: [F:1][C:2]1[CH:3]=[C:4]([C:9]2([CH2:15][CH2:16][C:17]([OH:19])=[O:18])[CH2:14][CH2:13][CH2:12][CH2:11][CH2:10]2)[CH:5]=[CH:6][C:7]=1[F:8]. The catalyst class is: 5. (5) Reactant: [NH2:1][C:2](=[N:26][OH:27])[C:3]1[CH:25]=[CH:24][C:6]([O:7][CH2:8][CH2:9][CH2:10][N:11]2[CH2:16][CH2:15][N:14]([C:17]([O:19][C:20]([CH3:23])([CH3:22])[CH3:21])=[O:18])[CH2:13][CH2:12]2)=[CH:5][CH:4]=1.C(N(CC)CC)C.[C:35](Cl)(=[O:37])[CH3:36]. Product: [C:35]([O:27][NH:26][CH:2]([NH2:1])[C:3]1[CH:25]=[CH:24][C:6]([O:7][CH2:8][CH2:9][CH2:10][N:11]2[CH2:12][CH2:13][N:14]([C:17]([O:19][C:20]([CH3:23])([CH3:22])[CH3:21])=[O:18])[CH2:15][CH2:16]2)=[CH:5][CH:4]=1)(=[O:37])[CH3:36]. The catalyst class is: 21. (6) The catalyst class is: 53. Reactant: [CH3:1][C:2]1[CH:7]=[CH:6][C:5]([C:8]([O:10][CH3:11])=[O:9])=[CH:4][N:3]=1.[Br:12]N1C(=O)CCC1=O.C(OOC(=O)C1C=CC=CC=1)(=O)C1C=CC=CC=1. Product: [Br:12][CH2:1][C:2]1[CH:7]=[CH:6][C:5]([C:8]([O:10][CH3:11])=[O:9])=[CH:4][N:3]=1.